Dataset: Forward reaction prediction with 1.9M reactions from USPTO patents (1976-2016). Task: Predict the product of the given reaction. (1) Given the reactants [CH3:1][O:2][C:3]1[CH:4]=[C:5]2[C:10]3=[C:11]([C:13](=O)[C:14](=O)[N:9]3[CH2:8][CH2:7][CH2:6]2)[CH:12]=1.B.C1COCC1, predict the reaction product. The product is: [CH3:1][O:2][C:3]1[CH:4]=[C:5]2[C:10]3=[C:11]([CH:13]=[CH:14][N:9]3[CH2:8][CH2:7][CH2:6]2)[CH:12]=1. (2) Given the reactants [Br:1][C:2]1[CH:3]=[C:4](/[CH:7]=[CH:8]/C(O)=O)[S:5][CH:6]=1.O=S(Cl)Cl.[N-:16]=[N+]=[N-].[Na+].[O:20]1[CH2:25]COCC1, predict the reaction product. The product is: [Br:1][C:2]1[C:3]2[C:25](=[O:20])[NH:16][CH:8]=[CH:7][C:4]=2[S:5][CH:6]=1. (3) The product is: [NH2:1][C:4]1[CH:5]=[CH:6][C:7]([O:14][C:15]2[CH:20]=[CH:19][CH:18]=[CH:17][CH:16]=2)=[C:8]([CH:13]=1)[C:9]([O:11][CH3:12])=[O:10]. Given the reactants [N+:1]([C:4]1[CH:5]=[CH:6][C:7]([O:14][C:15]2[CH:20]=[CH:19][CH:18]=[CH:17][CH:16]=2)=[C:8]([CH:13]=1)[C:9]([O:11][CH3:12])=[O:10])([O-])=O, predict the reaction product. (4) Given the reactants [CH:1]1[C:6]([CH2:7][CH2:8][CH2:9][C:10]([OH:12])=[O:11])=[CH:5][CH:4]=[C:3]([N:13]([CH2:17][CH2:18][Cl:19])[CH2:14][CH2:15][Cl:16])[CH:2]=1.C1CCC(N=C=NC2CCCCC2)CC1.[NH2:35][CH2:36][C:37]([OH:39])=[O:38].[CH2:40]([OH:47])[C:41]([NH2:46])([CH2:44][OH:45])[CH2:42][OH:43].[CH3:48][CH2:49][CH2:50][CH2:51][CH2:52][CH2:53][CH2:54][CH2:55][CH2:56][CH2:57][CH2:58][CH2:59][CH2:60][CH2:61][CH2:62][C:63]([O:65][CH2:66][CH:67]([O:87][C:88]([CH2:90][CH2:91][CH2:92][CH2:93][CH2:94][CH2:95][CH2:96][CH2:97][CH2:98][CH2:99][CH2:100][CH2:101][CH2:102][CH2:103][CH3:104])=[O:89])[CH2:68][O:69][C:70]([CH2:72][CH2:73][CH2:74][CH2:75][CH2:76][CH2:77][CH2:78][CH2:79][CH2:80][CH2:81][CH2:82][CH2:83][CH2:84][CH2:85][CH3:86])=[O:71])=[O:64], predict the reaction product. The product is: [CH:5]1[C:6]([CH2:7][CH2:8][CH2:9][C:10]([OH:12])=[O:11])=[CH:1][CH:2]=[C:3]([N:13]([CH2:14][CH2:15][Cl:16])[CH2:17][CH2:18][Cl:19])[CH:4]=1.[NH2:35][CH2:36][C:37]([OH:39])=[O:38].[CH2:40]([OH:47])[C:41]([NH2:46])([CH2:44][OH:45])[CH2:42][OH:43].[CH3:48][CH2:49][CH2:50][CH2:51][CH2:52][CH2:53][CH2:54][CH2:55][CH2:56][CH2:57][CH2:58][CH2:59][CH2:60][CH2:61][CH2:62][C:63]([O:65][CH2:66][CH:67]([O:87][C:88]([CH2:90][CH2:91][CH2:92][CH2:93][CH2:94][CH2:95][CH2:96][CH2:97][CH2:98][CH2:99][CH2:100][CH2:101][CH2:102][CH2:103][CH3:104])=[O:89])[CH2:68][O:69][C:70]([CH2:72][CH2:73][CH2:74][CH2:75][CH2:76][CH2:77][CH2:78][CH2:79][CH2:80][CH2:81][CH2:82][CH2:83][CH2:84][CH2:85][CH3:86])=[O:71])=[O:64]. (5) The product is: [Br:21][C:22]1[CH:27]=[CH:26][N:25]=[C:24]([C:28]([N:19]2[CH2:18][CH2:17][C:15]3[N:16]=[C:11]([NH:10][CH:2]4[CH2:3][C:4]5[C:9](=[CH:8][CH:7]=[CH:6][CH:5]=5)[CH2:1]4)[N:12]=[CH:13][C:14]=3[CH2:20]2)=[O:29])[CH:23]=1. Given the reactants [CH2:1]1[C:9]2[C:4](=[CH:5][CH:6]=[CH:7][CH:8]=2)[CH2:3][CH:2]1[NH:10][C:11]1[N:12]=[CH:13][C:14]2[CH2:20][NH:19][CH2:18][CH2:17][C:15]=2[N:16]=1.[Br:21][C:22]1[CH:27]=[CH:26][N:25]=[C:24]([C:28](O)=[O:29])[CH:23]=1.Cl.CN(C)CCCN=C=NCC.N1C=CC(N)=CC=1, predict the reaction product.